Dataset: Full USPTO retrosynthesis dataset with 1.9M reactions from patents (1976-2016). Task: Predict the reactants needed to synthesize the given product. (1) Given the product [C:26]([O:30][C:31](=[O:40])[NH:32][C:33]1[CH:34]=[CH:35][C:36]([O:39][C:2]2[CH:20]=[CH:19][C:5]([C:6](=[O:7])[NH:8][C:9]3[CH:14]=[CH:13][C:12]([C:15]([F:18])([F:17])[F:16])=[CH:11][CH:10]=3)=[CH:4][C:3]=2[N+:21]([O-:23])=[O:22])=[CH:37][CH:38]=1)([CH3:29])([CH3:27])[CH3:28], predict the reactants needed to synthesize it. The reactants are: F[C:2]1[CH:20]=[CH:19][C:5]([C:6]([NH:8][C:9]2[CH:14]=[CH:13][C:12]([C:15]([F:18])([F:17])[F:16])=[CH:11][CH:10]=2)=[O:7])=[CH:4][C:3]=1[N+:21]([O-:23])=[O:22].[OH-].[K+].[C:26]([O:30][C:31](=[O:40])[NH:32][C:33]1[CH:38]=[CH:37][C:36]([OH:39])=[CH:35][CH:34]=1)([CH3:29])([CH3:28])[CH3:27]. (2) Given the product [F:1][C:2]1[N:6]2[CH:7]=[C:8]([C:19]3[CH:24]=[CH:23][CH:22]=[CH:21][CH:20]=3)[C:9]([C:11]3[CH:18]=[CH:17][C:14]([CH2:15][N:26]4[CH2:27][CH:28]([C:30]5[N:31]=[C:32]([C:35]6[CH:40]=[CH:39][CH:38]=[CH:37][N:36]=6)[NH:33][N:34]=5)[CH2:29]4)=[CH:13][CH:12]=3)=[N:10][C:5]2=[N:4][CH:3]=1, predict the reactants needed to synthesize it. The reactants are: [F:1][C:2]1[N:6]2[CH:7]=[C:8]([C:19]3[CH:24]=[CH:23][CH:22]=[CH:21][CH:20]=3)[C:9]([C:11]3[CH:18]=[CH:17][C:14]([CH:15]=O)=[CH:13][CH:12]=3)=[N:10][C:5]2=[N:4][CH:3]=1.Cl.[NH:26]1[CH2:29][CH:28]([C:30]2[NH:34][N:33]=[C:32]([C:35]3[CH:40]=[CH:39][CH:38]=[CH:37][N:36]=3)[N:31]=2)[CH2:27]1.